This data is from Forward reaction prediction with 1.9M reactions from USPTO patents (1976-2016). The task is: Predict the product of the given reaction. (1) The product is: [C:12]1([CH3:16])[CH:13]=[CH:14][CH:15]=[C:10]([C:4]2([C:5]#[N:6])[CH2:1][CH:9]=[CH:8][CH2:7]2)[CH:11]=1. Given the reactants [CH2:1]([C:4]([C:10]1[CH:11]=[C:12]([CH3:16])[CH:13]=[CH:14][CH:15]=1)([CH2:7][CH:8]=[CH2:9])[C:5]#[N:6])C=C, predict the reaction product. (2) Given the reactants [C:1]([O:5][C:6](=[O:40])[N:7]([C@H:9]([C:11](=[O:39])[NH:12][C@@H:13]1[C:19](=[O:20])[N:18]([CH2:21][C:22]2[C:31]3[C:26](=[CH:27][C:28]([Br:32])=[CH:29][CH:30]=3)[CH:25]=[CH:24][C:23]=2[O:33][CH3:34])[C:17]2[CH:35]=[CH:36][CH:37]=[CH:38][C:16]=2[NH:15][CH2:14]1)[CH3:10])[CH3:8])([CH3:4])([CH3:3])[CH3:2].[CH2:41](Br)[C:42]1[CH:47]=[CH:46][CH:45]=[CH:44][CH:43]=1.C([O-])([O-])=O.[Cs+].[Cs+].[Na+].[I-], predict the reaction product. The product is: [CH2:41]([N:15]1[CH2:14][C@H:13]([NH:12][C:11](=[O:39])[C@@H:9]([N:7]([CH3:8])[C:6](=[O:40])[O:5][C:1]([CH3:2])([CH3:3])[CH3:4])[CH3:10])[C:19](=[O:20])[N:18]([CH2:21][C:22]2[C:31]3[C:26](=[CH:27][C:28]([Br:32])=[CH:29][CH:30]=3)[CH:25]=[CH:24][C:23]=2[O:33][CH3:34])[C:17]2[CH:35]=[CH:36][CH:37]=[CH:38][C:16]1=2)[C:42]1[CH:47]=[CH:46][CH:45]=[CH:44][CH:43]=1. (3) Given the reactants Br[C:2]1[CH:3]=[CH:4][C:5]2[C:6]3[S:15][C:14]([CH2:16][CH2:17][CH3:18])=[N:13][C:7]=3[C:8]([NH2:12])=[N:9][C:10]=2[CH:11]=1.[CH3:19][S:20]([C:23]1[CH:24]=[C:25](B(O)O)[CH:26]=[CH:27][CH:28]=1)(=[O:22])=[O:21], predict the reaction product. The product is: [CH3:19][S:20]([C:23]1[CH:28]=[C:27]([C:2]2[CH:3]=[CH:4][C:5]3[C:6]4[S:15][C:14]([CH2:16][CH2:17][CH3:18])=[N:13][C:7]=4[C:8]([NH2:12])=[N:9][C:10]=3[CH:11]=2)[CH:26]=[CH:25][CH:24]=1)(=[O:22])=[O:21]. (4) Given the reactants [CH3:1][S:2](Cl)(=[O:4])=[O:3].[NH2:6][C:7]1[C:8]2[N:9]([C:13]([C@H:25]3[CH2:30][CH2:29][C@H:28]([CH2:31][NH2:32])[CH2:27][CH2:26]3)=[N:14][C:15]=2[C:16]2[NH:17][C:18]3[C:23]([CH:24]=2)=[CH:22][CH:21]=[CH:20][CH:19]=3)[CH:10]=[CH:11][N:12]=1.CCN(C(C)C)C(C)C, predict the reaction product. The product is: [NH2:6][C:7]1[C:8]2[N:9]([C:13]([CH:25]3[CH2:26][CH2:27][CH:28]([CH2:31][NH:32][S:2]([CH3:1])(=[O:4])=[O:3])[CH2:29][CH2:30]3)=[N:14][C:15]=2[C:16]2[NH:17][C:18]3[C:23]([CH:24]=2)=[CH:22][CH:21]=[CH:20][CH:19]=3)[CH:10]=[CH:11][N:12]=1. (5) Given the reactants [OH-].[Na+].[F:3][C:4]1[CH:5]=[C:6]([NH:10][CH:11]2[CH2:15][CH2:14][CH2:13][CH:12]2[C:16]([O:18]CC)=[O:17])[CH:7]=[CH:8][CH:9]=1.Cl, predict the reaction product. The product is: [F:3][C:4]1[CH:5]=[C:6]([NH:10][CH:11]2[CH2:15][CH2:14][CH2:13][CH:12]2[C:16]([OH:18])=[O:17])[CH:7]=[CH:8][CH:9]=1.